Dataset: Peptide-MHC class I binding affinity with 185,985 pairs from IEDB/IMGT. Task: Regression. Given a peptide amino acid sequence and an MHC pseudo amino acid sequence, predict their binding affinity value. This is MHC class I binding data. (1) The peptide sequence is MIYELCTFR. The MHC is HLA-B27:05 with pseudo-sequence HLA-B27:05. The binding affinity (normalized) is 0.0847. (2) The peptide sequence is AQREIFSAW. The MHC is HLA-B15:01 with pseudo-sequence HLA-B15:01. The binding affinity (normalized) is 0.188. (3) The peptide sequence is SSYAAAQRK. The MHC is HLA-A03:01 with pseudo-sequence HLA-A03:01. The binding affinity (normalized) is 0.659. (4) The peptide sequence is FTFKVNSVK. The MHC is HLA-B45:06 with pseudo-sequence HLA-B45:06. The binding affinity (normalized) is 0.213. (5) The peptide sequence is GIPLYDAIK. The MHC is HLA-A03:01 with pseudo-sequence HLA-A03:01. The binding affinity (normalized) is 0.0847.